This data is from Reaction yield outcomes from USPTO patents with 853,638 reactions. The task is: Predict the reaction yield, written as a fraction of the theoretical maximum amount of product (1.0 means a 100% yield; for example, 0.34 means a 34% yield). (1) The reactants are [CH:1]([N:4]1[CH2:9][CH2:8][N:7]([C:10]2[S:11][C:12]3[CH:18]=[C:17]([CH:19]=O)[CH:16]=[CH:15][C:13]=3[N:14]=2)[CH2:6][CH2:5]1)([CH3:3])[CH3:2].CC(O)=O.[NH:25]1[CH2:30][CH2:29][O:28][CH2:27][CH2:26]1.[BH3-]C#N.[Na+]. The catalyst is C1COCC1. The product is [CH:1]([N:4]1[CH2:5][CH2:6][N:7]([C:10]2[S:11][C:12]3[CH:18]=[C:17]([CH2:19][N:25]4[CH2:30][CH2:29][O:28][CH2:27][CH2:26]4)[CH:16]=[CH:15][C:13]=3[N:14]=2)[CH2:8][CH2:9]1)([CH3:3])[CH3:2]. The yield is 0.210. (2) The reactants are [OH:1][C:2]1[CH:3]=[C:4]([CH:19]=[CH:20][CH:21]=1)[CH2:5][NH:6][C:7]([C:9]1[CH:10]=[C:11]2[C:16](=[CH:17][CH:18]=1)[N:15]=[CH:14][CH:13]=[CH:12]2)=[O:8].CN(C)C=O.C(=O)([O-])[O-].[K+].[K+].O. The catalyst is ClCCl. The product is [CH3:5][CH:4]([CH3:19])[CH2:3][CH2:2][O:1][C:2]1[CH:3]=[C:4]([CH:19]=[CH:20][CH:21]=1)[CH2:5][NH:6][C:7]([C:9]1[CH:10]=[C:11]2[C:16](=[CH:17][CH:18]=1)[N:15]=[CH:14][CH:13]=[CH:12]2)=[O:8]. The yield is 0.690.